This data is from CYP2C9 inhibition data for predicting drug metabolism from PubChem BioAssay. The task is: Regression/Classification. Given a drug SMILES string, predict its absorption, distribution, metabolism, or excretion properties. Task type varies by dataset: regression for continuous measurements (e.g., permeability, clearance, half-life) or binary classification for categorical outcomes (e.g., BBB penetration, CYP inhibition). Dataset: cyp2c9_veith. The drug is O=C(c1cnccn1)N1CCC2(CCCN(c3ncccn3)C2)CC1. The result is 0 (non-inhibitor).